This data is from B-cell epitopes from IEDB database with 3,159 antigens for binding position prediction. The task is: Token-level Classification. Given an antigen amino acid sequence, predict which amino acid positions are active epitope sites capable of antibody binding. Output is a list of indices for active positions. (1) Given the antigen sequence: MNKVKFYVLFTVLLSSLCAHGAPQSITELCSEYRNTQIYTINDKILSYTESMAGKREMVIITFKSGATFQVEVPGSQHIDSQKKAIERMKDTLRIAYLTETKIDKLCVWNNKTPNSIAAISMEN, which amino acid positions are active epitope sites? The epitope positions are: [24, 25, 26, 27, 28, 29, 30, 31, 32, 33]. The amino acids at these positions are: SITELCSEYR. (2) Given the antigen sequence: MERRRITSAARRSYVSSGEMMVGGLAPGRRLGPGTRLSLARMPPPLPTRVDFSLAGALNAGFKETRASERAEMMELNDRFASYIEKVRFLEQQNKALAAELNQLRAKEPTKLADVYQAELRELRLRLDQLTANSARLEVERDNLAQDLATVRQKLQDETNLRLEAENNLAAYRQEADEATLARLDLERKIESLEEEIRFLRKIHEEEVRELQEQLARQQVHVELDVAKPDLTAALKEIRTQYEAMASSNMHEAEEWYRSKFADLTDAAARNAELLRQAKHEANDYRRQLQSLTCDLESLRGTNESLERQMREQEERHVREAASYQEALARLEEEGQSLKDEMARHLQEYQDLLNVKLALDIEIATYRKLLEGEENRITIPVQTFSNLQIRGGKSTKDGENHKVTRYLKSLTIRVIPIQAHQIVNGTPPARG, which amino acid positions are active epitope sites? The epitope positions are: [279, 280, 281, 282, 283, 284, 285, 286, 287, 288, 289, 290, 291, 292, 293]. The amino acids at these positions are: HEANDYRRQLQSLTC. (3) The epitope positions are: [465, 466, 467, 468, 469, 470, 471, 472, 473, 474, 475, 476, 477, 478, 479, 480, 481, 482, 483, 484... (30 total positions)]. The amino acids at these positions are: IIFQQVMSRSANEGYDALRDAYTDMLEAGI. Given the antigen sequence: MVAKNIKYNEEARKKIQKGVKTLAEAVKVTLGPKGRHVVIDKSFGSPQVTKDGVTVAKEVELADKHENMGAQMVKEVASKTADKAGDGTTTATVLAEAIYTEGLRNVTAGANPMDLKRGIDKAAKVVVDQVKKISKPVQHHKEIAQVATISANNDAEIGNLIAEAMEKVGKNGSITVEEAKGFETVLDVVDGMNFNRGYLSSYFATNPETQECVLEEALVLIYDKKISGIKDFLPVLQQVAESGRPLLIIAEDIVGEALATLVVNRIRGGFRVCAVKAPGFGDRRKAMFEDIAILTGGQLISEELGMKLENANLAMLGKAKKVIVSKEDTTIVEGMGEKEALEARCESIKKQIEDSSSDYDKEKLQERLAKLSGGVAVIRVGAATEIEMKEKKDRVDDAQHATIAAVEEGILPGGGTALIRCIPTLEAFLPMLTNEDEQIGARIVLKALSAPLKQIAANAGKEGAIIFQQVMSRSANEGYDALRDAYTDMLEAGILDPAK..., which amino acid positions are active epitope sites? (4) Given the antigen sequence: MSLLTEVETPTRDGWECKCSDSSDPLVIAASIIGILHLILWILDRLFFKCVYRRLKYGLKRGPSTEGVPESMREEYRQEQQSAVDVDGGHFVNIELE, which amino acid positions are active epitope sites? The epitope positions are: [1, 2, 3, 4, 5, 6, 7, 8, 9, 10, 11, 12, 13, 14, 15, 16, 17, 18, 19, 20... (23 total positions)]. The amino acids at these positions are: SLLTEVETPTRDGWECKCSDSSD. (5) Given the antigen sequence: MVSIAFYGGIPGGISTPITQQSEKSKCEENTMFQPYCYNNDSKNSMAESKEARDQEMNLKEESKEEKRRNDWWEIGMFLLCLAGTTGGILWWYEGLPQQHYIGLVAIGGRLNGSGQSNAIECWGSFPGCRPFQNYFSYETNRSMHMDNNTATLLEAYHREIAFIYKSSCTDSDHCQEYQCKKVNLNSSDSSNSVRVEDVTNTAEYWGFKWLECNQTEHFKTILVPENEMVNINDTDTWIPKGCNETWARVKRCPIDILYGIHPIRLCVQPPFFLVQEKGIADTSRIGNCGPTIFLGVLEDNKGVVRGDYTACNVRRLNINRKDYTGIYQVPIFYTCTFTNITSCNNEPIISVIMYETNQVQYLLCNNNNSNNYNCVVQSFGVIGQAHLELPRPNKRIRNQSFNQYNCSINNKTELETWNLVNTSGLTPLPISSEANTGLIRHKRDFGISAIVAAIVAATAIAASATMSYVALTEVNKIMEVQNHTFEVENSTLNGMDLIE..., which amino acid positions are active epitope sites? The epitope positions are: [362, 363, 364, 365, 366, 367, 368, 369, 370, 371, 372, 373]. The amino acids at these positions are: LLCNNNNSNNYN.